The task is: Predict the reactants needed to synthesize the given product.. This data is from Full USPTO retrosynthesis dataset with 1.9M reactions from patents (1976-2016). (1) Given the product [C:1]([OH:4])(=[O:3])[CH3:2].[C:59]([C:56]1[CH:55]=[CH:54][C:53]([C:46]2[CH:47]=[C:48]([O:51][CH3:52])[C:49]([OH:50])=[C:44]([C:42]3[NH:41][C:40]4[CH:63]=[CH:64][C:37]([C:35]([NH2:36])=[NH:34])=[CH:38][C:39]=4[N:43]=3)[CH:45]=2)=[CH:58][CH:57]=1)(=[NH:60])[NH2:62], predict the reactants needed to synthesize it. The reactants are: [C:1]([OH:4])(=[O:3])[CH3:2].C(C1C=CC(C2C=CC(O)=C(C3NC4C=CC(C(N)=N)=CC=4N=3)C=2)=CC=1)(=N)N.O[NH:34][C:35]([C:37]1[CH:64]=[CH:63][C:40]2[NH:41][C:42]([C:44]3[CH:45]=[C:46]([C:53]4[CH:58]=[CH:57][C:56]([C:59](=[NH:62])[NH:60]O)=[CH:55][CH:54]=4)[CH:47]=[C:48]([O:51][CH3:52])[C:49]=3[OH:50])=[N:43][C:39]=2[CH:38]=1)=[NH:36].CC(C)C.N.C(C1C=CC(C2C=C(OC)C(O)=C(C3NC4C=CC(C#N)=CC=4N=3)C=2)=CC=1)#N. (2) The reactants are: [CH2:1]([O:8][C:9](=[O:25])[N:10]([CH2:23][CH3:24])[CH2:11][C:12]1[CH:17]=[C:16]([S:18]([CH3:21])(=[O:20])=[O:19])[CH:15]=[CH:14][C:13]=1[OH:22])[C:2]1[CH:7]=[CH:6][CH:5]=[CH:4][CH:3]=1.C(N(C(C)C)CC)(C)C.[F:35][C:36]([F:49])([F:48])[S:37](O[S:37]([C:36]([F:49])([F:48])[F:35])(=[O:39])=[O:38])(=[O:39])=[O:38]. Given the product [CH2:1]([O:8][C:9]([N:10]([CH2:11][C:12]1[CH:17]=[C:16]([S:18]([CH3:21])(=[O:19])=[O:20])[CH:15]=[CH:14][C:13]=1[O:22][S:37]([C:36]([F:49])([F:48])[F:35])(=[O:39])=[O:38])[CH2:23][CH3:24])=[O:25])[C:2]1[CH:3]=[CH:4][CH:5]=[CH:6][CH:7]=1, predict the reactants needed to synthesize it. (3) Given the product [CH:1]1([CH2:6][CH:7]([C:11]2[CH:16]=[CH:15][C:14]([S:17]([CH3:20])(=[O:19])=[O:18])=[CH:13][CH:12]=2)[C:8]([NH:36][C:37]2[CH:46]=[CH:45][C:44]3[C:39](=[CH:40][CH:41]=[CH:42][CH:43]=3)[N:38]=2)=[O:10])[CH2:2][CH2:3][CH2:4][CH2:5]1, predict the reactants needed to synthesize it. The reactants are: [CH:1]1([CH2:6][CH:7]([C:11]2[CH:16]=[CH:15][C:14]([S:17]([CH3:20])(=[O:19])=[O:18])=[CH:13][CH:12]=2)[C:8]([OH:10])=O)[CH2:5][CH2:4][CH2:3][CH2:2]1.C(Cl)(=O)C(Cl)=O.C(N(CC)C(C)C)(C)C.[NH2:36][C:37]1[CH:46]=[CH:45][C:44]2[C:39](=[CH:40][CH:41]=[CH:42][CH:43]=2)[N:38]=1. (4) Given the product [NH:28]1[CH2:27][CH:26]([C:24]2[NH:23][C:20]3[N:21]=[N:22][C:17]([CH2:16][CH2:15][CH2:14][CH2:13][N:11]4[CH:12]=[C:8]([C:6]([NH:5][CH2:4][C:3]5[CH:37]=[C:38]([O:41][C:42]([F:44])([F:45])[F:43])[CH:39]=[CH:40][C:2]=5[F:1])=[O:7])[N:9]=[N:10]4)=[CH:18][C:19]=3[CH:25]=2)[CH2:29]1, predict the reactants needed to synthesize it. The reactants are: [F:1][C:2]1[CH:40]=[CH:39][C:38]([O:41][C:42]([F:45])([F:44])[F:43])=[CH:37][C:3]=1[CH2:4][NH:5][C:6]([C:8]1[N:9]=[N:10][N:11]([CH2:13][CH2:14][CH2:15][CH2:16][C:17]2[N:22]=[N:21][C:20]3[NH:23][C:24]([CH:26]4[CH2:29][N:28](C(OC(C)(C)C)=O)[CH2:27]4)=[CH:25][C:19]=3[CH:18]=2)[CH:12]=1)=[O:7].C(O)(C(F)(F)F)=O. (5) Given the product [CH3:38][C:35]([CH3:37])([CH3:36])[CH2:34][CH2:33][N:12]1[C:13](=[O:32])[C:14]([C:15]2[NH:20][C:19]3[CH:21]=[CH:22][C:23]([NH:25][S:26]([CH3:29])(=[O:27])=[O:28])=[CH:24][C:18]=3[S:17](=[O:30])(=[O:31])[N:16]=2)=[C:4]([OH:3])[CH:6]2[CH2:11][CH2:10][CH2:9][CH2:8][N:7]12, predict the reactants needed to synthesize it. The reactants are: C([O:3][C:4]([CH:6]1[CH2:11][CH2:10][CH2:9][CH2:8][N:7]1[N:12]([CH2:33][CH2:34][C:35]([CH3:38])([CH3:37])[CH3:36])[C:13](=[O:32])[CH2:14][C:15]1[NH:20][C:19]2[CH:21]=[CH:22][C:23]([NH:25][S:26]([CH3:29])(=[O:28])=[O:27])=[CH:24][C:18]=2[S:17](=[O:31])(=[O:30])[N:16]=1)=O)C.[O-]CC.[Na+].